The task is: Predict which catalyst facilitates the given reaction.. This data is from Catalyst prediction with 721,799 reactions and 888 catalyst types from USPTO. Reactant: [CH3:1][O:2][C:3](=[O:19])[CH2:4][C:5]([NH:7][C:8]1[C:12](=[O:13])[O:11][C@H:10]([CH3:14])[C:9]=1[C:15]([O:17]C)=O)=[O:6].C[O-].[Na+].CO.N#N. Product: [OH:17][C:15]1[C:9]2[C@@H:10]([CH3:14])[O:11][C:12](=[O:13])[C:8]=2[NH:7][C:5](=[O:6])[C:4]=1[C:3]([O:2][CH3:1])=[O:19]. The catalyst class is: 1.